From a dataset of Reaction yield outcomes from USPTO patents with 853,638 reactions. Predict the reaction yield, written as a fraction of the theoretical maximum amount of product (1.0 means a 100% yield; for example, 0.34 means a 34% yield). (1) The catalyst is CN(C)C=O. The reactants are [H-].[Na+].[CH:3]1([S:6]([NH2:9])(=[O:8])=[O:7])[CH2:5][CH2:4]1.[F:10][C:11]1[CH:12]=[C:13]([C:35](O)=[O:36])[C:14]2[CH2:15][C:16]([CH3:34])([CH3:33])[CH:17]([C:21]3[CH:26]=[CH:25][CH:24]=[C:23]([N:27]4[CH2:32][CH2:31][O:30][CH2:29][CH2:28]4)[CH:22]=3)[NH:18][C:19]=2[CH:20]=1.C(N1C=CN=C1)(N1C=CN=C1)=O. The product is [F:10][C:11]1[CH:12]=[C:13]([C:35]([NH:9][S:6]([CH:3]2[CH2:5][CH2:4]2)(=[O:8])=[O:7])=[O:36])[C:14]2[CH2:15][C:16]([CH3:33])([CH3:34])[CH:17]([C:21]3[CH:26]=[CH:25][CH:24]=[C:23]([N:27]4[CH2:28][CH2:29][O:30][CH2:31][CH2:32]4)[CH:22]=3)[NH:18][C:19]=2[CH:20]=1. The yield is 0.400. (2) The reactants are [OH:1][C:2]1[CH:7]=[CH:6][C:5]([CH2:8][C:9]([O:11][CH2:12][CH3:13])=[O:10])=[CH:4][CH:3]=1.C([O-])([O-])=O.[K+].[K+].Cl[CH2:21][C:22]1[CH:31]=[CH:30][C:29]2[C:24](=[CH:25][CH:26]=[CH:27][CH:28]=2)[N:23]=1. The catalyst is C(#N)C. The product is [N:23]1[C:24]2[C:29](=[CH:28][CH:27]=[CH:26][CH:25]=2)[CH:30]=[CH:31][C:22]=1[CH2:21][O:1][C:2]1[CH:3]=[CH:4][C:5]([CH2:8][C:9]([O:11][CH2:12][CH3:13])=[O:10])=[CH:6][CH:7]=1. The yield is 0.934. (3) The yield is 0.800. The reactants are [CH:1]1[C:10]2[C:5](=[CH:6][C:7]([C:11]([O:13][CH3:14])=[O:12])=[CH:8][CH:9]=2)[CH:4]=[CH:3][C:2]=1[C:15]([O:17][CH3:18])=[O:16].[H][H]. The product is [CH2:6]1[C:5]2[C:10](=[CH:1][C:2]([C:15]([O:17][CH3:18])=[O:16])=[CH:3][CH:4]=2)[CH2:9][CH2:8][CH:7]1[C:11]([O:13][CH3:14])=[O:12]. The catalyst is [Pd].CC(O)C. (4) The reactants are [O:1]=[C:2]1[C:7]([CH2:8][C:9]2[CH:14]=[CH:13][C:12]([C:15]3[C:16]([C:21]#[N:22])=[CH:17][CH:18]=[CH:19][CH:20]=3)=[CH:11][CH:10]=2)=[C:6]([CH2:23][CH2:24][CH3:25])[N:5]2[N:26]=[CH:27][N:28]=[C:4]2[NH:3]1.[CH3:29][O:30][C:31]1[CH:36]=[CH:35][C:34](B(O)O)=[CH:33][CH:32]=1.C(N(CC)CC)C.N1C=CC=CC=1. The catalyst is ClCCl.C(OCC)(=O)C.C([O-])(=O)C.[Cu+2].C([O-])(=O)C. The product is [CH3:29][O:30][C:31]1[CH:36]=[CH:35][C:34]([N:3]2[C:2](=[O:1])[C:7]([CH2:8][C:9]3[CH:10]=[CH:11][C:12]([C:15]4[C:16]([C:21]#[N:22])=[CH:17][CH:18]=[CH:19][CH:20]=4)=[CH:13][CH:14]=3)=[C:6]([CH2:23][CH2:24][CH3:25])[N:5]3[N:26]=[CH:27][N:28]=[C:4]23)=[CH:33][CH:32]=1. The yield is 0.990. (5) The reactants are N[C:2]1[C:7]([Br:8])=[CH:6][C:5]([N+:9]([O-:11])=[O:10])=[CH:4][C:3]=1[OH:12].S(=O)(=O)(O)O.N([O-])=O.[Na+]. The catalyst is CCO. The product is [Br:8][C:7]1[CH:2]=[C:3]([OH:12])[CH:4]=[C:5]([N+:9]([O-:11])=[O:10])[CH:6]=1. The yield is 0.850. (6) The reactants are [C:1]([C:3]1[CH:8]=[C:7]([N:9]2[C:14]3[N:15]=[CH:16][CH:17]=[CH:18][C:13]=3[CH2:12][N:11]([CH2:19][CH:20]3[CH2:25][CH2:24][N:23](C(OC(C)(C)C)=O)[CH2:22][CH2:21]3)[C:10]2=[O:33])[CH:6]=[CH:5][N:4]=1)#[N:2].[Br:34][C:35]1[CH:36]=[C:37]2[C:42](=[CH:43][CH:44]=1)[N:41]=[CH:40][N:39]=[C:38]2Cl. No catalyst specified. The product is [Br:34][C:35]1[CH:36]=[C:37]2[C:42](=[CH:43][CH:44]=1)[N:41]=[CH:40][N:39]=[C:38]2[N:23]1[CH2:24][CH2:25][CH:20]([CH2:19][N:11]2[CH2:12][C:13]3[CH:18]=[CH:17][CH:16]=[N:15][C:14]=3[N:9]([C:7]3[CH:6]=[CH:5][N:4]=[C:3]([C:1]#[N:2])[CH:8]=3)[C:10]2=[O:33])[CH2:21][CH2:22]1. The yield is 0.760. (7) The reactants are Cl[C:2]1[CH:3]=[C:4]([CH:9]=[C:10]([Cl:12])[N:11]=1)[C:5]([O:7][CH3:8])=[O:6].[NH:13]1[CH2:18][CH2:17][CH2:16][CH2:15][CH2:14]1.C([O-])([O-])=O.[K+].[K+]. The catalyst is C(#N)C. The product is [Cl:12][C:10]1[CH:9]=[C:4]([CH:3]=[C:2]([N:13]2[CH2:18][CH2:17][CH2:16][CH2:15][CH2:14]2)[N:11]=1)[C:5]([O:7][CH3:8])=[O:6]. The yield is 0.900. (8) The reactants are [F:1][C:2]1[CH:7]=[C:6]([N:8]2[CH2:13][CH2:12][O:11][CH2:10][CH2:9]2)[C:5]([F:14])=[CH:4][C:3]=1[NH:15][N:16]=[C:17]([C:22](=[O:26])[CH2:23][O:24][CH3:25])[C:18]([O:20][CH3:21])=[O:19].[CH3:27]OC(OC)N(C)C. No catalyst specified. The product is [F:1][C:2]1[CH:7]=[C:6]([N:8]2[CH2:13][CH2:12][O:11][CH2:10][CH2:9]2)[C:5]([F:14])=[CH:4][C:3]=1[N:15]1[CH:27]=[C:23]([O:24][CH3:25])[C:22](=[O:26])[C:17]([C:18]([O:20][CH3:21])=[O:19])=[N:16]1. The yield is 0.950. (9) The reactants are [C:1]([Si:5]([O:8][CH:9]1[CH2:14][CH2:13][CH:12]([O:15][C:16]2[CH:21]=[CH:20][C:19]([Cl:22])=[CH:18][C:17]=2[N+:23]([O-])=O)[CH2:11][CH2:10]1)([CH3:7])[CH3:6])([CH3:4])([CH3:3])[CH3:2].C(=O)(O)[O-].[Na+]. The catalyst is C(O)C.CCCCCC. The product is [C:1]([Si:5]([CH3:7])([CH3:6])[O:8][CH:9]1[CH2:14][CH2:13][CH:12]([O:15][C:16]2[CH:21]=[CH:20][C:19]([Cl:22])=[CH:18][C:17]=2[NH2:23])[CH2:11][CH2:10]1)([CH3:4])([CH3:3])[CH3:2].[NH2:23][C:17]1[CH:18]=[C:19]([Cl:22])[CH:20]=[CH:21][C:16]=1[O:15][CH:12]1[CH2:13][CH2:14][CH:9]([OH:8])[CH2:10][CH2:11]1. The yield is 0.420. (10) The catalyst is CN(C=O)C. The product is [Br:1][C:2]1[C:15](=[O:16])[N:14]([CH2:20][CH2:21][CH2:22][OH:23])[C:5]2[N:6]=[C:7]([NH:11][CH2:12][CH3:13])[N:8]=[C:9]([CH3:10])[C:4]=2[CH:3]=1. The yield is 0.270. The reactants are [Br:1][C:2]1[C:15](=[O:16])[NH:14][C:5]2[N:6]=[C:7]([NH:11][CH2:12][CH3:13])[N:8]=[C:9]([CH3:10])[C:4]=2[CH:3]=1.[H-].[Na+].Br[CH2:20][CH2:21][CH2:22][OH:23].